From a dataset of Full USPTO retrosynthesis dataset with 1.9M reactions from patents (1976-2016). Predict the reactants needed to synthesize the given product. (1) Given the product [NH2:10][C:9]1[CH:8]=[CH:7][C:4]([C:5]#[N:6])=[CH:3][C:2]=1[NH:1][C:47](=[O:32])[CH2:70][CH2:69][CH2:50][CH2:51][N:52]1[CH2:53][CH2:61][CH2:60][CH2:59][CH2:58]1, predict the reactants needed to synthesize it. The reactants are: [NH2:1][C:2]1[CH:3]=[C:4]([CH:7]=[CH:8][C:9]=1[NH2:10])[C:5]#[N:6].CCN=C=NCCCN(C)C.Cl.C1C=CC2N([OH:32])N=NC=2C=1.N1C=CN=C1CN(C[C:47]1[CH:70]=[CH:69][C:50]([CH2:51][N:52]([CH2:58][CH2:59][CH2:60][CH2:61]N(CCC)CCC)[CH2:53]CC(O)=O)=CC=1)CC1NC=CN=1. (2) The reactants are: [CH:1]1([S:4]([C:7]2[CH:12]=[CH:11][C:10]([CH:13]([CH2:27][CH:28]3[CH2:33][CH2:32][O:31][CH2:30][CH2:29]3)[C:14](=O)[CH2:15][CH:16]([CH3:25])[C:17]([C:19]3[CH:24]=[CH:23][CH:22]=[CH:21][N:20]=3)=O)=[CH:9][CH:8]=2)(=[O:6])=[O:5])[CH2:3][CH2:2]1.C([O-])(=O)C.[NH4+:38]. Given the product [CH:1]1([S:4]([C:7]2[CH:12]=[CH:11][C:10]([CH:13]([C:14]3[NH:38][C:17]([C:19]4[CH:24]=[CH:23][CH:22]=[CH:21][N:20]=4)=[C:16]([CH3:25])[CH:15]=3)[CH2:27][CH:28]3[CH2:33][CH2:32][O:31][CH2:30][CH2:29]3)=[CH:9][CH:8]=2)(=[O:6])=[O:5])[CH2:2][CH2:3]1, predict the reactants needed to synthesize it.